This data is from HIV replication inhibition screening data with 41,000+ compounds from the AIDS Antiviral Screen. The task is: Binary Classification. Given a drug SMILES string, predict its activity (active/inactive) in a high-throughput screening assay against a specified biological target. (1) The molecule is [N-]=[NH+]CC(=O)OC(COCc1ccccc1)COCc1ccccc1. The result is 0 (inactive). (2) The drug is C(=Nc1cccnc1)c1ccc2ccccc2n1. The result is 0 (inactive).